Dataset: Full USPTO retrosynthesis dataset with 1.9M reactions from patents (1976-2016). Task: Predict the reactants needed to synthesize the given product. (1) Given the product [F:29][C:2]([F:1])([F:30])[C:3]1[N:8]=[C:7]([C:9]2[C:14]([C:15]3[CH:20]=[CH:19][N:18]4[N:21]=[CH:22][C:23]([C:24]([OH:26])=[O:25])=[C:17]4[N:16]=3)=[CH:13][CH:12]=[CH:11][N:10]=2)[CH:6]=[CH:5][CH:4]=1, predict the reactants needed to synthesize it. The reactants are: [F:1][C:2]([F:30])([F:29])[C:3]1[N:8]=[C:7]([C:9]2[C:14]([C:15]3[CH:20]=[CH:19][N:18]4[N:21]=[CH:22][C:23]([C:24]([O:26]CC)=[O:25])=[C:17]4[N:16]=3)=[CH:13][CH:12]=[CH:11][N:10]=2)[CH:6]=[CH:5][CH:4]=1.[Li+].[OH-].Cl. (2) Given the product [F:1][C:2]1[C:9]([F:10])=[CH:8][CH:7]=[CH:6][C:3]=1[CH:4]1[C:19]([C:20]([O:22][CH2:23][CH3:24])=[O:21])=[C:18]([CH2:25][CH2:26][CH3:27])[NH:11][C:12]2=[N:13][NH:14][CH:15]=[C:16]12, predict the reactants needed to synthesize it. The reactants are: [F:1][C:2]1[C:9]([F:10])=[CH:8][CH:7]=[CH:6][C:3]=1[CH:4]=O.[NH2:11][C:12]1[CH:16]=[CH:15][NH:14][N:13]=1.O=[C:18]([CH2:25][CH2:26][CH3:27])[CH2:19][C:20]([O:22][CH2:23][CH3:24])=[O:21]. (3) Given the product [Br:1][C:2]1[CH:3]=[C:4]2[C:23](=[CH:24][CH:25]=1)[C:8]1=[N:9][O:10][C:11]([C:12]3[CH:17]=[CH:16][C:15]([O:18][C:19]([F:21])([F:22])[F:20])=[CH:14][CH:13]=3)=[C:7]1[CH:6]=[CH:5]2, predict the reactants needed to synthesize it. The reactants are: [Br:1][C:2]1[CH:3]=[C:4]2[C:23](=[CH:24][CH:25]=1)[C:8]1=[N:9][O:10][C:11]([C:12]3[CH:17]=[CH:16][C:15]([O:18][C:19]([F:22])([F:21])[F:20])=[CH:14][CH:13]=3)=[C:7]1[CH2:6][CH2:5]2. (4) The reactants are: CC1(C)C2C(=C(P(C3C=CC=CC=3)C3C=CC=CC=3)C=CC=2)OC2C(P(C3C=CC=CC=3)C3C=CC=CC=3)=CC=CC1=2.C([O-])([O-])=O.[Cs+].[Cs+].[CH:49]1([C:52]([F:64])([F:63])[C:53]2[CH:58]=[CH:57][N:56]=[C:55]([CH2:59][C:60]([NH2:62])=[O:61])[CH:54]=2)[CH2:51][CH2:50]1.[F:65][C@H:66]([CH2:77][CH2:78][C:79]1[N:80]=[N:81][C:82](I)=[CH:83][CH:84]=1)[CH2:67][N:68]1[CH:72]=[C:71]([C:73]([NH:75][CH3:76])=[O:74])[N:70]=[N:69]1. Given the product [CH:49]1([C:52]([F:64])([F:63])[C:53]2[CH:58]=[CH:57][N:56]=[C:55]([CH2:59][C:60]([NH:62][C:82]3[N:81]=[N:80][C:79]([CH2:78][CH2:77][C@@H:66]([F:65])[CH2:67][N:68]4[CH:72]=[C:71]([C:73]([NH:75][CH3:76])=[O:74])[N:70]=[N:69]4)=[CH:84][CH:83]=3)=[O:61])[CH:54]=2)[CH2:51][CH2:50]1, predict the reactants needed to synthesize it. (5) Given the product [NH2:1][C:2]1[N:14]=[C:13]([C:15]2[C:20]([OH:21])=[CH:19][CH:18]=[CH:17][C:16]=2[OH:29])[CH:12]=[C:11]([CH:37]2[CH2:42][CH2:41][CH2:40][N:39]([C:43]([O:45][C:46]([CH3:49])([CH3:48])[CH3:47])=[O:44])[CH2:38]2)[C:3]=1[C:4]([O:6][C:7]([CH3:8])([CH3:9])[CH3:10])=[O:5], predict the reactants needed to synthesize it. The reactants are: [NH2:1][C:2]1[N:14]=[C:13]([C:15]2[C:20]([O:21]CC3C=CC=CC=3)=[CH:19][CH:18]=[CH:17][C:16]=2[O:29]CC2C=CC=CC=2)[CH:12]=[C:11]([CH:37]2[CH2:42][CH2:41][CH2:40][N:39]([C:43]([O:45][C:46]([CH3:49])([CH3:48])[CH3:47])=[O:44])[CH2:38]2)[C:3]=1[C:4]([O:6][C:7]([CH3:10])([CH3:9])[CH3:8])=[O:5]. (6) Given the product [Cl:45][C:46]1[CH:47]=[CH:48][C:49]2[N:50]([N:52]=[C:53]([C:65]3[CH:70]=[CH:69][CH:68]=[CH:67][CH:66]=3)[C:54]=2[CH2:55][C:56]2[N:61]=[C:60]([C:62]([NH2:6])=[O:63])[CH:59]=[CH:58][CH:57]=2)[CH:51]=1, predict the reactants needed to synthesize it. The reactants are: [Cl-].[NH4+].C([N:6](C(C)C)CC)(C)C.C[NH3+].F[P-](F)(F)(F)(F)F.N1(OC(N(C)C)=[N+](C)C)C2N=CC=CC=2N=N1.F[P-](F)(F)(F)(F)F.[Cl:45][C:46]1[CH:47]=[CH:48][C:49]2[N:50]([N:52]=[C:53]([C:65]3[CH:70]=[CH:69][CH:68]=[CH:67][CH:66]=3)[C:54]=2[CH2:55][C:56]2[N:61]=[C:60]([C:62](O)=[O:63])[CH:59]=[CH:58][CH:57]=2)[CH:51]=1.